From a dataset of Reaction yield outcomes from USPTO patents with 853,638 reactions. Predict the reaction yield, written as a fraction of the theoretical maximum amount of product (1.0 means a 100% yield; for example, 0.34 means a 34% yield). (1) The reactants are C[O:2][C:3]([C@@H:5]1[CH2:9][C@@H:8]([OH:10])[CH2:7][N:6]1[C:11](=[O:28])[C@@H:12]([NH:20][C:21]([O:23][C:24]([CH3:27])([CH3:26])[CH3:25])=[O:22])[CH2:13][CH2:14][CH2:15][CH2:16][CH2:17][CH:18]=[CH2:19])=[O:4].CO.O.[OH-].[Li+]. The catalyst is C1COCC1. The product is [C:24]([O:23][C:21]([NH:20][C@@H:12]([CH2:13][CH2:14][CH2:15][CH2:16][CH2:17][CH:18]=[CH2:19])[C:11]([N:6]1[CH2:7][C@H:8]([OH:10])[CH2:9][C@H:5]1[C:3]([OH:4])=[O:2])=[O:28])=[O:22])([CH3:27])([CH3:26])[CH3:25]. The yield is 0.960. (2) The reactants are [Si:1]([O:8][C:9]1[CH:14]=[CH:13][C:12]([C:15]2[N:16]=[C:17]([CH2:22][CH2:23][C:24]3[CH:29]=[CH:28][CH:27]=[CH:26][CH:25]=3)[C:18]([NH2:21])=[N:19][CH:20]=2)=[CH:11][CH:10]=1)([C:4]([CH3:7])([CH3:6])[CH3:5])([CH3:3])[CH3:2].[Si:30]([O:37][C:38]1[CH:43]=[CH:42][C:41]([CH2:44][C:45](Cl)=[O:46])=[CH:40][CH:39]=1)([C:33]([CH3:36])([CH3:35])[CH3:34])([CH3:32])[CH3:31].O. The catalyst is CN(C)C1C=CN=CC=1.N1C=CC=CC=1. The product is [Si:30]([O:37][C:38]1[CH:39]=[CH:40][C:41]([CH2:44][C:45]([NH:21][C:18]2[C:17]([CH2:22][CH2:23][C:24]3[CH:29]=[CH:28][CH:27]=[CH:26][CH:25]=3)=[N:16][C:15]([C:12]3[CH:11]=[CH:10][C:9]([O:8][Si:1]([C:4]([CH3:7])([CH3:5])[CH3:6])([CH3:2])[CH3:3])=[CH:14][CH:13]=3)=[CH:20][N:19]=2)=[O:46])=[CH:42][CH:43]=1)([C:33]([CH3:36])([CH3:35])[CH3:34])([CH3:32])[CH3:31]. The yield is 0.458. (3) The reactants are [F:1][C:2]([F:32])([F:31])[C:3]1[N:8]2[N:9]=[CH:10][C:11]([C:12]#[C:13][C:14]3[CH:15]=[CH:16][C:17]([NH2:20])=[N:18][CH:19]=3)=[C:7]2[N:6]=[C:5]([C:21]2[CH:26]=[CH:25][C:24]([C:27]([F:30])([F:29])[F:28])=[CH:23][CH:22]=2)[CH:4]=1.[NH4+].[OH-].Cl.O.[C:37](OC(=O)C)(=[O:39])[CH3:38]. The catalyst is C1COCC1. The product is [F:32][C:2]([F:1])([F:31])[C:3]1[N:8]2[N:9]=[CH:10][C:11]([C:12]#[C:13][C:14]3[CH:15]=[CH:16][C:17]([NH:20][C:37](=[O:39])[CH3:38])=[N:18][CH:19]=3)=[C:7]2[N:6]=[C:5]([C:21]2[CH:26]=[CH:25][C:24]([C:27]([F:28])([F:29])[F:30])=[CH:23][CH:22]=2)[CH:4]=1. The yield is 0.970. (4) The reactants are Br[C:2]1[CH:3]=[C:4]2[C:9](=[CH:10][CH:11]=1)[N:8]([C:12]([O:14][C:15]([CH3:18])([CH3:17])[CH3:16])=[O:13])[C:7]([CH3:20])([CH3:19])[CH:6]=[C:5]2[CH3:21].C([Li])(C)(C)C.[B:27](OC)([O:30]C)[O:28]C. The catalyst is C1COCC1. The product is [C:15]([O:14][C:12]([N:8]1[C:9]2[C:4](=[CH:3][C:2]([B:27]([OH:30])[OH:28])=[CH:11][CH:10]=2)[C:5]([CH3:21])=[CH:6][C:7]1([CH3:20])[CH3:19])=[O:13])([CH3:18])([CH3:17])[CH3:16]. The yield is 0.440.